This data is from Full USPTO retrosynthesis dataset with 1.9M reactions from patents (1976-2016). The task is: Predict the reactants needed to synthesize the given product. (1) Given the product [F:23][CH:24]([F:46])[C:25]1[O:29][C:28]([CH2:30][N:31]2[CH2:35][CH2:34][N:33]([C:36]3[S:37][C:38]([C:42]([NH:47][CH2:48][C:49]4[CH:50]=[N:51][CH:52]=[CH:53][CH:54]=4)=[O:44])=[C:39]([CH3:41])[N:40]=3)[C:32]2=[O:45])=[CH:27][CH:26]=1, predict the reactants needed to synthesize it. The reactants are: C(N1CCN(C2SC(C(O)=O)=C(C)N=2)C1=O)C1C=CC=CC=1.[F:23][CH:24]([F:46])[C:25]1[O:29][C:28]([CH2:30][N:31]2[CH2:35][CH2:34][N:33]([C:36]3[S:37][C:38]([C:42]([OH:44])=O)=[C:39]([CH3:41])[N:40]=3)[C:32]2=[O:45])=[CH:27][CH:26]=1.[NH2:47][CH2:48][C:49]1[CH:50]=[N:51][CH:52]=[CH:53][CH:54]=1. (2) Given the product [O:17]=[C:16]1[N:11]([CH2:10][CH2:9][O:8][C:6]2[CH:5]=[CH:4][N:3]=[C:2]([NH:31][C:29]([N:24]3[CH2:28][CH2:27][CH2:26][CH2:25]3)=[O:30])[CH:7]=2)[N:12]=[C:13]([C:18]2[CH:23]=[CH:22][CH:21]=[CH:20][CH:19]=2)[CH:14]=[CH:15]1, predict the reactants needed to synthesize it. The reactants are: Cl[C:2]1[CH:7]=[C:6]([O:8][CH2:9][CH2:10][N:11]2[C:16](=[O:17])[CH:15]=[CH:14][C:13]([C:18]3[CH:23]=[CH:22][CH:21]=[CH:20][CH:19]=3)=[N:12]2)[CH:5]=[CH:4][N:3]=1.[N:24]1([C:29]([NH2:31])=[O:30])[CH2:28][CH2:27][CH2:26][CH2:25]1.O.CC(C)([O-])C.[Na+].CC1(C)C2C=CC=C(P(C3C=CC=CC=3)C3C=CC=CC=3)C=2OC2C1=CC=CC=2P(C1C=CC=CC=1)C1C=CC=CC=1. (3) Given the product [Cl:19][CH2:2][CH2:3][CH2:4][O:5][C:6]1[CH:13]=[CH:12][C:9]([CH:10]=[O:11])=[C:8]([CH3:14])[CH:7]=1, predict the reactants needed to synthesize it. The reactants are: I[CH2:2][CH2:3][CH2:4][O:5][C:6]1[CH:13]=[CH:12][C:9]([CH:10]=[O:11])=[C:8]([CH3:14])[CH:7]=1.BrCCC[Cl:19].CC1C=C(O)C=CC=1C=O.C([O-])([O-])=O.[K+].[K+]. (4) Given the product [ClH:1].[OH:33][C:4]1[CH:3]=[CH:2][C:11]2[NH:10][C:9](=[O:12])[C:8]3[S:13][CH:14]=[CH:15][C:7]=3[C:6]=2[C:5]=1[C:16]1[CH:17]=[CH:18][C:19]([C@@H:9]([NH:10][CH3:11])[CH3:8])=[CH:20][CH:21]=1, predict the reactants needed to synthesize it. The reactants are: [Cl:1][C:2]1[C:11]2[NH:10][C:9](=[O:12])[C:8]3[S:13][CH:14]=[CH:15][C:7]=3[C:6]=2[C:5]([C:16]2[CH:21]=[CH:20][C:19]([C@H](C)CNC(=O)OC(C)(C)C)=[CH:18][CH:17]=2)=[C:4]([O:33]C)[CH:3]=1.BrB(Br)Br. (5) Given the product [F:27][C:15]1([CH2:14][O:13][C:4]2[C:3]([CH3:28])=[C:2]([NH:1][C:38]([NH:53][CH2:52][C:50]3[CH:51]=[C:46]([CH2:45][O:44][CH3:43])[CH:47]=[CH:48][C:49]=3[O:54][C:55]([F:56])([F:57])[F:58])=[O:39])[N:6]([C:7]3[CH:12]=[CH:11][CH:10]=[CH:9][CH:8]=3)[N:5]=2)[CH2:19][CH2:18][N:17]([C:20]([O:22][C:23]([CH3:24])([CH3:25])[CH3:26])=[O:21])[CH2:16]1, predict the reactants needed to synthesize it. The reactants are: [NH2:1][C:2]1[N:6]([C:7]2[CH:12]=[CH:11][CH:10]=[CH:9][CH:8]=2)[N:5]=[C:4]([O:13][CH2:14][C:15]2([F:27])[CH2:19][CH2:18][N:17]([C:20]([O:22][C:23]([CH3:26])([CH3:25])[CH3:24])=[O:21])[CH2:16]2)[C:3]=1[CH3:28].C1(C2C=CC([CH2:38][O:39]C)=CC=2CN)CC1.[CH3:43][O:44][CH2:45][C:46]1[CH:47]=[CH:48][C:49]([O:54][C:55]([F:58])([F:57])[F:56])=[C:50]([CH2:52][NH2:53])[CH:51]=1. (6) The reactants are: Br[C:2]1[CH:28]=[C:27]([F:29])[C:5]2[N:6]([CH2:9][C:10]3[CH:26]=[CH:25][C:13]4[N:14]=[C:15]([NH:17][C@@H:18]5[CH2:23][CH2:22][CH2:21][CH2:20][C@H:19]5[OH:24])[S:16][C:12]=4[CH:11]=3)[CH:7]=[N:8][C:4]=2[CH:3]=1.[CH3:30][N:31](C=O)C. Given the product [F:29][C:27]1[C:5]2[N:6]([CH2:9][C:10]3[CH:26]=[CH:25][C:13]4[N:14]=[C:15]([NH:17][C@@H:18]5[CH2:23][CH2:22][CH2:21][CH2:20][C@H:19]5[OH:24])[S:16][C:12]=4[CH:11]=3)[CH:7]=[N:8][C:4]=2[CH:3]=[C:2]([C:30]#[N:31])[CH:28]=1, predict the reactants needed to synthesize it.